This data is from Catalyst prediction with 721,799 reactions and 888 catalyst types from USPTO. The task is: Predict which catalyst facilitates the given reaction. (1) Reactant: [N+:1]([C:4]1[CH:12]=[CH:11][C:10]([O:13][C:14]([F:17])([F:16])[F:15])=[CH:9][C:5]=1[C:6]([OH:8])=O)([O-:3])=[O:2].O.ON1C2C=CC=CC=2N=N1.C1(N=C=NC2CCCCC2)CCCCC1.Cl.[CH3:45][O:46][C:47](=[O:50])[CH2:48][NH2:49].C(=O)([O-])[O-].[K+].[K+]. Product: [N+:1]([C:4]1[CH:12]=[CH:11][C:10]([O:13][C:14]([F:17])([F:16])[F:15])=[CH:9][C:5]=1[C:6]([NH:49][CH2:48][C:47]([O:46][CH3:45])=[O:50])=[O:8])([O-:3])=[O:2]. The catalyst class is: 7. (2) Product: [NH:17]1[CH:21]=[CH:20][N:19]=[C:18]1[C:22]([NH:1][C@H:2]1[CH2:7][CH2:6][N:5]([C:8]([O:10][C:11]([CH3:12])([CH3:13])[CH3:14])=[O:9])[CH2:4][C@H:3]1[O:15][CH3:16])=[O:23]. Reactant: [NH2:1][C@H:2]1[CH2:7][CH2:6][N:5]([C:8]([O:10][C:11]([CH3:14])([CH3:13])[CH3:12])=[O:9])[CH2:4][C@H:3]1[O:15][CH3:16].[NH:17]1[CH:21]=[CH:20][N:19]=[C:18]1[C:22](O)=[O:23].CCN=C=NCCCN(C)C.Cl. The catalyst class is: 142. (3) Reactant: Cl.[CH:2]([C:5]1[CH:33]=[CH:32][C:8]([CH2:9][NH:10][C:11]([C@H:13]2[CH2:18][NH:17][CH2:16][CH2:15][N:14]2[S:19]([C:22]2[CH:27]=[CH:26][C:25]([C:28]([F:31])([F:30])[F:29])=[CH:24][CH:23]=2)(=[O:21])=[O:20])=[O:12])=[CH:7][CH:6]=1)([CH3:4])[CH3:3].[CH3:34][O:35][C:36]([C:38]1[CH:43]=[N:42][C:41](Cl)=[CH:40][N:39]=1)=[O:37].C(N(CC)CC)C. Product: [CH3:34][O:35][C:36]([C:38]1[N:39]=[CH:40][C:41]([N:17]2[CH2:16][CH2:15][N:14]([S:19]([C:22]3[CH:27]=[CH:26][C:25]([C:28]([F:31])([F:29])[F:30])=[CH:24][CH:23]=3)(=[O:21])=[O:20])[C@@H:13]([C:11](=[O:12])[NH:10][CH2:9][C:8]3[CH:7]=[CH:6][C:5]([CH:2]([CH3:4])[CH3:3])=[CH:33][CH:32]=3)[CH2:18]2)=[N:42][CH:43]=1)=[O:37]. The catalyst class is: 9.